Dataset: Full USPTO retrosynthesis dataset with 1.9M reactions from patents (1976-2016). Task: Predict the reactants needed to synthesize the given product. (1) Given the product [N:1]([C:38]([CH2:40][O:41][CH2:42][C:43]([NH:58][CH2:59][C:60]([O:62][CH2:63][C:64]1[CH:69]=[CH:68][CH:67]=[CH:66][CH:65]=1)=[O:61])=[O:45])=[O:39])([CH2:2][CH2:3][CH2:4][CH2:5][CH2:6][CH2:7][CH2:8][CH2:9][CH2:10][CH2:11][CH2:12][CH2:13][CH2:14][CH2:15][CH2:16][CH2:17][CH2:18][CH3:19])[CH2:20][CH2:21][CH2:22][CH2:23][CH2:24][CH2:25][CH2:26][CH2:27][CH2:28][CH2:29][CH2:30][CH2:31][CH2:32][CH2:33][CH2:34][CH2:35][CH2:36][CH3:37], predict the reactants needed to synthesize it. The reactants are: [N:1]([C:38]([CH2:40][O:41][CH2:42][C:43]([OH:45])=O)=[O:39])([CH2:20][CH2:21][CH2:22][CH2:23][CH2:24][CH2:25][CH2:26][CH2:27][CH2:28][CH2:29][CH2:30][CH2:31][CH2:32][CH2:33][CH2:34][CH2:35][CH2:36][CH3:37])[CH2:2][CH2:3][CH2:4][CH2:5][CH2:6][CH2:7][CH2:8][CH2:9][CH2:10][CH2:11][CH2:12][CH2:13][CH2:14][CH2:15][CH2:16][CH2:17][CH2:18][CH3:19].Cl.CN(C)CCCN=C=NCC.[NH2:58][CH2:59][C:60]([O:62][CH2:63][C:64]1[CH:69]=[CH:68][CH:67]=[CH:66][CH:65]=1)=[O:61].CC1C=CC(S(O)(=O)=O)=CC=1. (2) The reactants are: [Cl:1][C:2]1[N:7]=[N:6][C:5]([NH2:8])=[CH:4][CH:3]=1.Cl[CH2:10][CH:11]=O. Given the product [Cl:1][C:2]1[CH:3]=[CH:4][C:5]2[N:6]([CH:10]=[CH:11][N:8]=2)[N:7]=1, predict the reactants needed to synthesize it. (3) Given the product [CH3:1][C:2]1[N:6]=[C:5]([C:7]2[C:8]3[CH2:26][CH2:25][CH2:24][CH2:23][C:9]=3[S:10][C:11]=2[NH:12][C:13]([C:15]2[CH2:19][CH2:18][CH2:17][CH2:27][C:16]=2[C:20]([OH:22])=[O:21])=[O:14])[S:4][N:3]=1, predict the reactants needed to synthesize it. The reactants are: [CH3:1][C:2]1[N:6]=[C:5]([C:7]2[C:8]3[CH2:26][CH2:25][CH2:24][CH2:23][C:9]=3[S:10][C:11]=2[NH:12][C:13]([C:15]2[CH2:19][CH2:18][CH2:17][C:16]=2[C:20]([OH:22])=[O:21])=[O:14])[S:4][N:3]=1.[C:27]12C(=O)OC(=O)C=1CCCC2. (4) Given the product [Cl:1][C:2]1[CH:24]=[CH:23][CH:22]=[C:21]([CH:25]2[CH2:26][CH2:27]2)[C:3]=1[CH2:4][N:5]1[C:13]2[C:8](=[CH:9][CH:10]=[C:11]([C:14]([F:19])([F:18])[C:15]([O-:17])=[O:16])[CH:12]=2)[C:7]([CH3:20])=[N:6]1.[K+:29], predict the reactants needed to synthesize it. The reactants are: [Cl:1][C:2]1[CH:24]=[CH:23][CH:22]=[C:21]([CH:25]2[CH2:27][CH2:26]2)[C:3]=1[CH2:4][N:5]1[C:13]2[C:8](=[CH:9][CH:10]=[C:11]([C:14]([F:19])([F:18])[C:15]([OH:17])=[O:16])[CH:12]=2)[C:7]([CH3:20])=[N:6]1.[OH-].[K+:29]. (5) Given the product [C:25]1([C:50]2[CH:51]=[CH:52][CH:53]=[CH:54][CH:55]=2)[CH:30]=[CH:29][CH:28]=[C:27]([C:31]2[O:32][C:33]([CH3:49])=[C:34]([CH2:36][CH2:37][O:13][C:10]3[CH:11]=[CH:12][C:7]([CH2:6][C:5]([O:15][C:16]4[CH:21]=[CH:20][C:19]([F:22])=[C:18]([F:23])[CH:17]=4)([CH3:14])[C:4]([OH:3])=[O:24])=[CH:8][CH:9]=3)[N:35]=2)[CH:26]=1, predict the reactants needed to synthesize it. The reactants are: C([O:3][C:4](=[O:24])[C:5]([O:15][C:16]1[CH:21]=[CH:20][C:19]([F:22])=[C:18]([F:23])[CH:17]=1)([CH3:14])[CH2:6][C:7]1[CH:12]=[CH:11][C:10]([OH:13])=[CH:9][CH:8]=1)C.[C:25]1([C:50]2[CH:55]=[CH:54][CH:53]=[CH:52][CH:51]=2)[CH:30]=[CH:29][CH:28]=[C:27]([C:31]2[O:32][C:33]([CH3:49])=[C:34]([CH2:36][CH2:37]OS(C3C=CC(C)=CC=3)(=O)=O)[N:35]=2)[CH:26]=1.C([O-])([O-])=O.[K+].[K+].[OH-].[Na+]. (6) Given the product [CH2:55]([NH:57][C:20](=[O:21])[CH:19]([NH:18][C:16]([C:13]1[CH:12]=[C:11]([C:7]2[CH:6]=[C:5]([O:4][C:3]3[CH:28]=[C:29]([C:32]([NH:34][C:35]4[CH:40]=[C:39]([CH3:41])[CH:38]=[CH:37][C:36]=4[F:42])=[O:33])[CH:30]=[CH:31][C:2]=3[F:1])[CH:10]=[CH:9][N:8]=2)[NH:15][CH:14]=1)=[O:17])[CH2:23][CH2:24][C:25]([NH:45][CH2:46][CH3:47])=[O:27])[CH3:56], predict the reactants needed to synthesize it. The reactants are: [F:1][C:2]1[CH:31]=[CH:30][C:29]([C:32]([NH:34][C:35]2[CH:40]=[C:39]([CH3:41])[CH:38]=[CH:37][C:36]=2[F:42])=[O:33])=[CH:28][C:3]=1[O:4][C:5]1[CH:10]=[CH:9][N:8]=[C:7]([C:11]2[NH:15][CH:14]=[C:13]([C:16]([NH:18][CH:19]([CH2:23][CH2:24][C:25]([OH:27])=O)[C:20](O)=[O:21])=[O:17])[CH:12]=2)[CH:6]=1.Cl.C[N:45](C)[CH2:46][CH2:47]CN=C=NCC.[CH2:55]([NH2:57])[CH3:56].C1COCC1. (7) Given the product [C:1]([C:4]1[CH:9]([CH2:23][CH3:24])[CH:8]=[CH:7][N:6]([C:14]([O:16][C:17]2[CH:22]=[CH:21][CH:20]=[CH:19][CH:18]=2)=[O:15])[CH:5]=1)(=[O:3])[CH3:2], predict the reactants needed to synthesize it. The reactants are: [C:1]([C:4]1[CH:5]=[N:6][CH:7]=[CH:8][CH:9]=1)(=[O:3])[CH3:2].CSC.Cl[C:14]([O:16][C:17]1[CH:22]=[CH:21][CH:20]=[CH:19][CH:18]=1)=[O:15].[CH2:23]([Mg]Br)[CH3:24]. (8) Given the product [CH3:23][O:3][CH2:4][C:5]1[N:9]([CH:10]2[CH2:11][CH2:12][N:13]([C:16]([O:18][C:19]([CH3:22])([CH3:21])[CH3:20])=[O:17])[CH2:14][CH2:15]2)[N:8]=[CH:7][CH:6]=1, predict the reactants needed to synthesize it. The reactants are: [H-].[Na+].[OH:3][CH2:4][C:5]1[N:9]([CH:10]2[CH2:15][CH2:14][N:13]([C:16]([O:18][C:19]([CH3:22])([CH3:21])[CH3:20])=[O:17])[CH2:12][CH2:11]2)[N:8]=[CH:7][CH:6]=1.[CH3:23]I. (9) The reactants are: [CH3:1][N:2]([CH2:4][C:5]1([C:11]2[CH:16]=[CH:15][C:14]([OH:17])=[CH:13][CH:12]=2)[CH2:10][CH2:9][O:8][CH2:7][CH2:6]1)[CH3:3].Br[CH2:19][CH2:20][CH2:21][CH2:22]Cl.C([O-])([O-])=O.[K+].[K+].[NH:30]1[CH2:34][CH2:33][CH2:32][CH2:31]1. Given the product [CH3:3][N:2]([CH3:1])[CH2:4][C:5]1([C:11]2[CH:16]=[CH:15][C:14]([O:17][CH2:19][CH2:20][CH2:21][CH2:22][N:30]3[CH2:34][CH2:33][CH2:32][CH2:31]3)=[CH:13][CH:12]=2)[CH2:6][CH2:7][O:8][CH2:9][CH2:10]1, predict the reactants needed to synthesize it. (10) Given the product [CH3:29][C:30]1[N:31]([CH2:2][C:3]2[CH:8]=[CH:7][C:6]([C:9]3[C:10]([NH:15][S:16]([C:19]4[CH:24]=[CH:23][CH:22]=[CH:21][C:20]=4[C:25]([F:28])([F:27])[F:26])(=[O:18])=[O:17])=[N:11][CH:12]=[CH:13][N:14]=3)=[CH:5][CH:4]=2)[C:32]2[C:37]([CH:38]=1)=[CH:36][CH:35]=[CH:34][CH:33]=2, predict the reactants needed to synthesize it. The reactants are: Cl[CH2:2][C:3]1[CH:8]=[CH:7][C:6]([C:9]2[C:10]([NH:15][S:16]([C:19]3[CH:24]=[CH:23][CH:22]=[CH:21][C:20]=3[C:25]([F:28])([F:27])[F:26])(=[O:18])=[O:17])=[N:11][CH:12]=[CH:13][N:14]=2)=[CH:5][CH:4]=1.[CH3:29][C:30]1[NH:31][C:32]2[C:37]([CH:38]=1)=[CH:36][CH:35]=[CH:34][CH:33]=2.